Dataset: Full USPTO retrosynthesis dataset with 1.9M reactions from patents (1976-2016). Task: Predict the reactants needed to synthesize the given product. (1) Given the product [N:4]([C:3]1[CH:5]=[C:6]([Cl:9])[CH:7]=[CH:8][C:2]=1[Br:1])=[N+:15]=[N-:16], predict the reactants needed to synthesize it. The reactants are: [Br:1][C:2]1[CH:8]=[CH:7][C:6]([Cl:9])=[CH:5][C:3]=1[NH2:4].Cl.N([O-])=O.[Na+].[N-:15]=[N+:16]=[N-].[Na+]. (2) The reactants are: B(Br)(Br)Br.[C:5]1([S:11]([NH:14][CH:15]([C:22]2[CH:27]=[CH:26][CH:25]=[C:24]([O:28]C)[CH:23]=2)[CH2:16][C:17]([O:19][CH2:20]C)=[O:18])(=[O:13])=[O:12])[CH:10]=[CH:9][CH:8]=[CH:7][CH:6]=1.CO. Given the product [C:5]1([S:11]([NH:14][CH:15]([C:22]2[CH:27]=[CH:26][CH:25]=[C:24]([OH:28])[CH:23]=2)[CH2:16][C:17]([O:19][CH3:20])=[O:18])(=[O:12])=[O:13])[CH:6]=[CH:7][CH:8]=[CH:9][CH:10]=1, predict the reactants needed to synthesize it. (3) Given the product [CH3:20][N:18]1[CH:19]=[C:15]([N:14]2[C:5]3[C:4]4[CH:3]=[C:2]([C:31]5[CH:32]=[N:33][C:26]([O:25][CH3:24])=[C:27]([CH:30]=5)[C:28]#[N:29])[CH:11]=[CH:10][C:9]=4[N:8]=[CH:7][C:6]=3[N:12]([CH3:23])[C:13]2=[O:22])[C:16]([CH3:21])=[N:17]1, predict the reactants needed to synthesize it. The reactants are: Br[C:2]1[CH:11]=[CH:10][C:9]2[N:8]=[CH:7][C:6]3[N:12]([CH3:23])[C:13](=[O:22])[N:14]([C:15]4[C:16]([CH3:21])=[N:17][N:18]([CH3:20])[CH:19]=4)[C:5]=3[C:4]=2[CH:3]=1.[CH3:24][O:25][C:26]1[N:33]=[CH:32][C:31](B2OC(C)(C)C(C)(C)O2)=[CH:30][C:27]=1[C:28]#[N:29]. (4) Given the product [Br:9][C:5]1[CH:6]=[C:7]([CH3:8])[C:2]([C:10]#[N:11])=[N:3][CH:4]=1, predict the reactants needed to synthesize it. The reactants are: Br[C:2]1[C:7]([CH3:8])=[CH:6][C:5]([Br:9])=[CH:4][N:3]=1.[CH3:10][N:11](C)C=O.[Cu](C#N)C#N. (5) Given the product [F:24][C:11]1[CH:12]=[CH:13][CH:14]=[C:15]2[C:10]=1[N:9]=[C:8]([N:1]1[CH2:6][CH2:5][NH:4][CH2:3][CH2:2]1)[N:17]=[C:16]2[C:18]1[CH:19]=[CH:20][CH:21]=[CH:22][CH:23]=1.[ClH:7], predict the reactants needed to synthesize it. The reactants are: [NH:1]1[CH2:6][CH2:5][NH:4][CH2:3][CH2:2]1.[Cl:7][C:8]1[N:17]=[C:16]([C:18]2[CH:23]=[CH:22][CH:21]=[CH:20][CH:19]=2)[C:15]2[C:10](=[C:11]([F:24])[CH:12]=[CH:13][CH:14]=2)[N:9]=1. (6) Given the product [Cl:1][C:2]1[CH:7]=[C:6]([NH:8][C:9]2[N:10]=[C:11]([NH2:12])[NH:22][N:21]=2)[CH:5]=[CH:4][C:3]=1[C:15]1[CH:16]=[CH:17][CH:18]=[CH:19][CH:20]=1, predict the reactants needed to synthesize it. The reactants are: [Cl:1][C:2]1[CH:7]=[C:6]([NH:8]/[C:9](/SC)=[N:10]/[C:11]#[N:12])[CH:5]=[CH:4][C:3]=1[C:15]1[CH:20]=[CH:19][CH:18]=[CH:17][CH:16]=1.[NH2:21][NH2:22]. (7) Given the product [C:18]1([C:14]2[N:13]=[CH:12][CH:11]=[C:10]3[C:15]=2[CH2:16][CH2:17][NH:8][CH2:9]3)[CH:19]=[CH:20][CH:21]=[CH:22][CH:23]=1.[C:24]([OH:30])([C:26]([F:29])([F:28])[F:27])=[O:25], predict the reactants needed to synthesize it. The reactants are: C([N:8]1[CH2:17][CH2:16][C:15]2[C:10](=[CH:11][CH:12]=[N:13][C:14]=2[C:18]2[CH:23]=[CH:22][CH:21]=[CH:20][CH:19]=2)[CH2:9]1)C1C=CC=CC=1.[C:24]([OH:30])([C:26]([F:29])([F:28])[F:27])=[O:25].